Dataset: Forward reaction prediction with 1.9M reactions from USPTO patents (1976-2016). Task: Predict the product of the given reaction. (1) Given the reactants [CH2:1]([NH:8][C:9]([C:11]1([CH2:24][CH2:25][CH2:26][CH2:27]Br)[C:23]2[CH:22]=[CH:21][CH:20]=[CH:19][C:18]=2[C:17]2[C:12]1=[CH:13][CH:14]=[CH:15][CH:16]=2)=[O:10])[C:2]1[CH:7]=[CH:6][CH:5]=[CH:4][CH:3]=1.[N:29]1([C:35]2[CH:44]=[CH:43][C:42]3[C:37](=[CH:38][CH:39]=[CH:40][CH:41]=3)[N:36]=2)[CH2:34][CH2:33][NH:32][CH2:31][CH2:30]1, predict the reaction product. The product is: [CH2:1]([NH:8][C:9]([C:11]1([CH2:24][CH2:25][CH2:26][CH2:27][N:32]2[CH2:33][CH2:34][N:29]([C:35]3[CH:44]=[CH:43][C:42]4[C:37](=[CH:38][CH:39]=[CH:40][CH:41]=4)[N:36]=3)[CH2:30][CH2:31]2)[C:23]2[CH:22]=[CH:21][CH:20]=[CH:19][C:18]=2[C:17]2[C:12]1=[CH:13][CH:14]=[CH:15][CH:16]=2)=[O:10])[C:2]1[CH:7]=[CH:6][CH:5]=[CH:4][CH:3]=1. (2) The product is: [CH3:4][O:3][C:2]([CH:12]1[C:13]2[C:18](=[CH:17][CH:16]=[C:15]([C:19]3([CH3:24])[O:20][CH2:21][CH2:22][O:23]3)[CH:14]=2)[N:10]([CH2:8][CH3:9])[C:11]1=[O:25])=[O:5]. Given the reactants [Na].[C:2](=O)([O:5]C)[O:3][CH3:4].[CH2:8]([N:10]1[C:18]2[C:13](=[CH:14][C:15]([C:19]3([CH3:24])[O:23][CH2:22][CH2:21][O:20]3)=[CH:16][CH:17]=2)[CH2:12][C:11]1=[O:25])[CH3:9], predict the reaction product. (3) Given the reactants [CH2:1]([O:3][C:4](=[O:32])[CH2:5][NH:6][CH2:7][C:8]1[CH:13]=[CH:12][CH:11]=[C:10]([O:14][CH2:15][C:16]2[N:17]=[C:18]([C:22]3[CH:27]=[CH:26][C:25]([C:28]([F:31])([F:30])[F:29])=[CH:24][CH:23]=3)[O:19][C:20]=2[CH3:21])[CH:9]=1)[CH3:2].[CH:33]([N:36]([CH3:41])[S:37](Cl)(=[O:39])=[O:38])([CH3:35])[CH3:34].C(N(CC)CC)C, predict the reaction product. The product is: [CH2:1]([O:3][C:4](=[O:32])[CH2:5][N:6]([S:37]([N:36]([CH:33]([CH3:35])[CH3:34])[CH3:41])(=[O:39])=[O:38])[CH2:7][C:8]1[CH:13]=[CH:12][CH:11]=[C:10]([O:14][CH2:15][C:16]2[N:17]=[C:18]([C:22]3[CH:23]=[CH:24][C:25]([C:28]([F:31])([F:30])[F:29])=[CH:26][CH:27]=3)[O:19][C:20]=2[CH3:21])[CH:9]=1)[CH3:2]. (4) Given the reactants [CH2:1]([NH:3][C:4]1[S:5][C@H:6]2[O:12][C@H:11]([CH2:13][OH:14])[C@@H:10]([OH:15])[C@H:9]([OH:16])[C@H:7]2[N:8]=1)[CH3:2].CCN(C(C)C)C(C)C.[CH3:26][C:27]([O:30][C:31](O[C:31]([O:30][C:27]([CH3:29])([CH3:28])[CH3:26])=[O:32])=[O:32])([CH3:29])[CH3:28].CO, predict the reaction product. The product is: [OH:15][C@@H:10]1[C@@H:11]([CH2:13][OH:14])[O:12][C@H:6]2[C@H:7]([N:8]=[C:4]([N:3]([CH2:1][CH3:2])[C:31](=[O:32])[O:30][C:27]([CH3:29])([CH3:28])[CH3:26])[S:5]2)[C@H:9]1[OH:16].